Dataset: hERG Central: cardiac toxicity at 1µM, 10µM, and general inhibition. Task: Predict hERG channel inhibition at various concentrations. (1) The compound is CCOC(=O)c1c(NC(=O)C(NCCN(C)C)c2ccccc2)sc2c1CCCC2. Results: hERG_inhib (hERG inhibition (general)): blocker. (2) The drug is N#Cc1nc(COc2cccc(Cl)c2)oc1NCc1ccncc1. Results: hERG_inhib (hERG inhibition (general)): blocker. (3) The drug is CCN(CC)S(=O)(=O)c1ccc(N2CCN(C)CC2)c(NC(=O)COc2ccc(F)cc2Cl)c1. Results: hERG_inhib (hERG inhibition (general)): blocker. (4) The molecule is Cc1ccc(C(=O)c2c3ccc(C(F)(F)F)cc3[n+]([O-])n2CCC[NH3+])cc1.O=C([O-])C(F)(F)F. Results: hERG_inhib (hERG inhibition (general)): blocker. (5) The molecule is Cc1ccc(Cl)cc1N1CCN(CC(=O)Nc2ccc(CN3CCCCC3)cc2)CC1.Cl. Results: hERG_inhib (hERG inhibition (general)): blocker. (6) The compound is CCOC(=O)N1CCN(Cc2nc3cc(NC(=O)c4cccs4)ccc3n2CC)CC1. Results: hERG_inhib (hERG inhibition (general)): blocker. (7) The compound is N#Cc1ccc(OCc2cccc(S(=O)(=O)N3CCOCC3)c2)cc1. Results: hERG_inhib (hERG inhibition (general)): blocker. (8) The drug is Cc1nc2ncnn2c(Nc2ccc3c(c2)OCO3)c1Cc1ccccc1. Results: hERG_inhib (hERG inhibition (general)): blocker. (9) The molecule is CCc1ccc2c(CN3CCc4cc(OC)c(OC)cc4C3)cc(=O)oc2c1. Results: hERG_inhib (hERG inhibition (general)): blocker.